The task is: Predict the reactants needed to synthesize the given product.. This data is from Full USPTO retrosynthesis dataset with 1.9M reactions from patents (1976-2016). (1) Given the product [CH3:1][N:2]([CH3:12])[C:3]([N:5]1[CH2:10][CH2:9][CH:8]([O:11][C:29]2[CH:28]=[CH:27][C:26]([CH:33]=[O:35])=[CH:31][CH:30]=2)[CH2:7][CH2:6]1)=[O:4], predict the reactants needed to synthesize it. The reactants are: [CH3:1][N:2]([CH3:12])[C:3]([N:5]1[CH2:10][CH2:9][CH:8]([OH:11])[CH2:7][CH2:6]1)=[O:4].[C:26]1(P([C:26]2[CH:31]=[CH:30][CH:29]=[CH:28][CH:27]=2)[C:26]2[CH:31]=[CH:30][CH:29]=[CH:28][CH:27]=2)[CH:31]=[CH:30][CH:29]=[CH:28][CH:27]=1.C[CH:33]([O:35]C(/N=N/C(OC(C)C)=O)=O)C. (2) Given the product [CH3:33][O:34][C:35]([C:37]1[N:38]([CH3:46])[C:39]([S:42]([N:16]2[CH2:17][CH2:18][CH:13]([S:12][C:10]3[CH:9]=[C:8]([C:19]([CH3:22])([CH3:21])[CH3:20])[C:7]([OH:23])=[C:6]([C:2]([CH3:5])([CH3:4])[CH3:3])[CH:11]=3)[CH2:14][CH2:15]2)(=[O:44])=[O:43])=[CH:40][CH:41]=1)=[O:36], predict the reactants needed to synthesize it. The reactants are: Cl.[C:2]([C:6]1[CH:11]=[C:10]([S:12][CH:13]2[CH2:18][CH2:17][NH:16][CH2:15][CH2:14]2)[CH:9]=[C:8]([C:19]([CH3:22])([CH3:21])[CH3:20])[C:7]=1[OH:23])([CH3:5])([CH3:4])[CH3:3].C(N(CC)C(C)C)(C)C.[CH3:33][O:34][C:35]([C:37]1[N:38]([CH3:46])[C:39]([S:42](Cl)(=[O:44])=[O:43])=[CH:40][CH:41]=1)=[O:36].